This data is from Peptide-MHC class I binding affinity with 185,985 pairs from IEDB/IMGT. The task is: Regression. Given a peptide amino acid sequence and an MHC pseudo amino acid sequence, predict their binding affinity value. This is MHC class I binding data. The peptide sequence is ETDRWGLTK. The MHC is HLA-A31:01 with pseudo-sequence HLA-A31:01. The binding affinity (normalized) is 0.442.